From a dataset of Reaction yield outcomes from USPTO patents with 853,638 reactions. Predict the reaction yield, written as a fraction of the theoretical maximum amount of product (1.0 means a 100% yield; for example, 0.34 means a 34% yield). (1) The reactants are N1(C(=S)NC2[S:9][C:10]3[CH:16]=[C:15]([NH:17][C:18](=[O:20])[CH3:19])[CH:14]=[CH:13][C:11]=3[N:12]=2)C=CN=C1.[CH2:22]([N:24]([CH2:27][CH3:28])[CH2:25][CH3:26])[CH3:23].[CH:29]([N:32]=C=NC(C)C)(C)C.[CH:38](Cl)(Cl)Cl.C[N:43]([CH3:46])[CH:44]=[O:45]. The catalyst is O. The product is [N:24]12[CH2:27][CH2:28][CH:38]([CH2:26][CH2:25]1)[C@@:23]1([O:45][C:44]([NH:43][C:46]3[S:9][C:10]4[CH:16]=[C:15]([NH:17][C:18](=[O:20])[CH3:19])[CH:14]=[CH:13][C:11]=4[N:12]=3)=[N:32][CH2:29]1)[CH2:22]2. The yield is 0.412. (2) The reactants are C(OC(=O)[NH:7][C@@H:8]1[CH2:12][CH2:11][N:10]([CH2:13][C@@H:14]2[O:19][C@H:18]([CH3:20])[CH2:17][N:16]([C:21]3[CH:30]=[CH:29][C:28]([C:31]#[N:32])=[C:27]4[C:22]=3[CH:23]=[CH:24][CH:25]=[N:26]4)[CH2:15]2)[CH2:9]1)(C)(C)C.C(O)(C(F)(F)F)=O. The catalyst is C(Cl)Cl. The product is [NH2:7][C@@H:8]1[CH2:12][CH2:11][N:10]([CH2:13][C@H:14]2[CH2:15][N:16]([C:21]3[CH:30]=[CH:29][C:28]([C:31]#[N:32])=[C:27]4[C:22]=3[CH:23]=[CH:24][CH:25]=[N:26]4)[CH2:17][C@@H:18]([CH3:20])[O:19]2)[CH2:9]1. The yield is 1.00. (3) The reactants are CC(C)=O.[CH2:5]([N:7]([CH2:44][CH3:45])[CH2:8][CH2:9][CH2:10][NH:11][C:12]1[N:13]=[C:14]([C:31]2[CH:32]=[C:33]([CH:40]=[CH:41][C:42]=2[CH3:43])[C:34]([NH:36][CH2:37][CH2:38][CH3:39])=[O:35])[C:15]2[CH2:20][NH:19][C:18](=[O:21])[N:17]([C:22]3[C:27]([F:28])=[CH:26][CH:25]=[CH:24][C:23]=3[F:29])[C:16]=2[N:30]=1)[CH3:6].[C:46]([OH:53])(=[O:52])/[CH:47]=[CH:48]/[C:49]([OH:51])=[O:50]. The catalyst is O. The product is [C:46]([OH:53])(=[O:52])/[CH:47]=[CH:48]/[C:49]([OH:51])=[O:50].[CH2:44]([N:7]([CH2:5][CH3:6])[CH2:8][CH2:9][CH2:10][NH:11][C:12]1[N:13]=[C:14]([C:31]2[CH:32]=[C:33]([CH:40]=[CH:41][C:42]=2[CH3:43])[C:34]([NH:36][CH2:37][CH2:38][CH3:39])=[O:35])[C:15]2[CH2:20][NH:19][C:18](=[O:21])[N:17]([C:22]3[C:23]([F:29])=[CH:24][CH:25]=[CH:26][C:27]=3[F:28])[C:16]=2[N:30]=1)[CH3:45]. The yield is 0.854. (4) The reactants are [CH3:1][N:2]1[C:10]2[CH:9]=[C:8]([N:11]3[CH:16]=[CH:15][C:14]([O:17][CH2:18][C:19]4[CH:24]=[CH:23][CH:22]=[CH:21][N:20]=4)=[CH:13][C:12]3=[O:25])[CH:7]=[CH:6][C:5]=2[C:4]2[CH2:26][NH:27][CH2:28][CH2:29][C:3]1=2.[C:30]1(N)C(F)=C(F)C(F)=C(N)C=1F.[ClH:42].Cl. No catalyst specified. The product is [ClH:42].[ClH:42].[CH3:30][N:27]1[CH2:28][CH2:29][C:3]2[N:2]([CH3:1])[C:10]3[CH:9]=[C:8]([N:11]4[CH:16]=[CH:15][C:14]([O:17][CH2:18][C:19]5[CH:24]=[CH:23][CH:22]=[CH:21][N:20]=5)=[CH:13][C:12]4=[O:25])[CH:7]=[CH:6][C:5]=3[C:4]=2[CH2:26]1. The yield is 0.980. (5) The reactants are [C:1]([C:3]1[C:12]2[C:7](=[CH:8][CH:9]=[CH:10][CH:11]=2)[C:6]([NH:13][C@H:14]2[CH2:19][CH2:18][C@H:17](OS(C)(=O)=O)[CH2:16][CH2:15]2)=[CH:5][CH:4]=1)#[N:2].CC(C)([O-])C.[K+].[Cl:31]CCl. The catalyst is CN(C=O)C.C1(C)C=CC=CC=1. The product is [ClH:31].[CH:17]12[N:13]([C:6]3[C:7]4[C:12](=[CH:11][CH:10]=[CH:9][CH:8]=4)[C:3]([C:1]#[N:2])=[CH:4][CH:5]=3)[CH:14]([CH2:19][CH2:18]1)[CH2:15][CH2:16]2. The yield is 0.730. (6) The product is [CH2:30]([N:26]1[CH2:27][CH2:28][CH2:29][C@H:25]1[C:22]1[N:20]2[CH:21]=[C:16]([O:14][C@H:7]3[C:8]4[C:13](=[CH:12][CH:11]=[CH:10][CH:9]=4)[C@@H:4]([NH2:3])[CH2:5][CH2:6]3)[CH:17]=[CH:18][C:19]2=[N:24][N:23]=1)[CH3:31]. The catalyst is CN(C=O)C.CO.C(Cl)Cl. The reactants are [H-].[Na+].[NH2:3][C@@H:4]1[C:13]2[C:8](=[CH:9][CH:10]=[CH:11][CH:12]=2)[C@H:7]([OH:14])[CH2:6][CH2:5]1.F[C:16]1[CH:17]=[CH:18][C:19]2[N:20]([C:22]([C@@H:25]3[CH2:29][CH2:28][CH2:27][N:26]3[CH2:30][CH3:31])=[N:23][N:24]=2)[CH:21]=1.N. The yield is 0.280.